Dataset: Catalyst prediction with 721,799 reactions and 888 catalyst types from USPTO. Task: Predict which catalyst facilitates the given reaction. Reactant: C([O:3][C:4]([C:6]1[C:7]([CH2:24][CH3:25])=[N:8][C:9]([NH:13][CH2:14][CH2:15][CH2:16][C:17]2[CH:22]=[CH:21][CH:20]=[C:19]([OH:23])[CH:18]=2)=[N:10][C:11]=1[CH3:12])=[O:5])C.O[Li].O. Product: [CH2:24]([C:7]1[C:6]([C:4]([OH:5])=[O:3])=[C:11]([CH3:12])[N:10]=[C:9]([NH:13][CH2:14][CH2:15][CH2:16][C:17]2[CH:22]=[CH:21][CH:20]=[C:19]([OH:23])[CH:18]=2)[N:8]=1)[CH3:25]. The catalyst class is: 38.